This data is from Peptide-MHC class I binding affinity with 185,985 pairs from IEDB/IMGT. The task is: Regression. Given a peptide amino acid sequence and an MHC pseudo amino acid sequence, predict their binding affinity value. This is MHC class I binding data. The peptide sequence is RAWGRRLMI. The MHC is HLA-B48:01 with pseudo-sequence HLA-B48:01. The binding affinity (normalized) is 0.305.